This data is from Forward reaction prediction with 1.9M reactions from USPTO patents (1976-2016). The task is: Predict the product of the given reaction. (1) Given the reactants [F:1][C:2]1([F:22])[CH2:8][CH2:7][CH2:6][N:5]([C:9]([C:11]2[CH:15]=[C:14]([C:16]3[CH:21]=[CH:20][CH:19]=[CH:18][CH:17]=3)[S:13][CH:12]=2)=[O:10])[CH2:4][CH2:3]1.[Cl:23]N1C(=O)CCC1=O, predict the reaction product. The product is: [Cl:23][C:12]1[S:13][C:14]([C:16]2[CH:17]=[CH:18][CH:19]=[CH:20][CH:21]=2)=[CH:15][C:11]=1[C:9]([N:5]1[CH2:6][CH2:7][CH2:8][C:2]([F:1])([F:22])[CH2:3][CH2:4]1)=[O:10]. (2) Given the reactants [Cl:1][C:2]1[CH:3]=[CH:4][C:5]2[N:11]([CH2:12][C:13]([CH3:17])([CH3:16])[CH2:14][OH:15])[C:10](=[O:18])[C@@H:9]([CH2:19][C:20]([NH:22][CH2:23][CH2:24][CH2:25][C:26]([OH:28])=[O:27])=[O:21])[O:8][C@H:7]([C:29]3[CH:34]=[CH:33][CH:32]=[C:31]([O:35][CH3:36])[C:30]=3[O:37][CH3:38])[C:6]=2[CH:39]=1.N1C=CC=CC=1.[C:46](OCC)(=[O:48])[CH3:47].C(Cl)(=O)C, predict the reaction product. The product is: [C:46]([O:15][CH2:14][C:13]([CH3:16])([CH3:17])[CH2:12][N:11]1[C:5]2[CH:4]=[CH:3][C:2]([Cl:1])=[CH:39][C:6]=2[C@@H:7]([C:29]2[CH:34]=[CH:33][CH:32]=[C:31]([O:35][CH3:36])[C:30]=2[O:37][CH3:38])[O:8][C@H:9]([CH2:19][C:20]([NH:22][CH2:23][CH2:24][CH2:25][C:26]([OH:28])=[O:27])=[O:21])[C:10]1=[O:18])(=[O:48])[CH3:47]. (3) The product is: [NH2:8][C:6]1[CH:5]=[CH:4][C:3]([S:11][C:12]2[S:13][C:14]3[CH:20]=[C:19]([C:21]#[N:22])[CH:18]=[CH:17][C:15]=3[N:16]=2)=[C:2]([Cl:1])[CH:7]=1. Given the reactants [Cl:1][C:2]1[CH:7]=[C:6]([N+:8]([O-])=O)[CH:5]=[CH:4][C:3]=1[S:11][C:12]1[S:13][C:14]2[CH:20]=[C:19]([C:21]#[N:22])[CH:18]=[CH:17][C:15]=2[N:16]=1.O.O.[Sn](Cl)(Cl)(Cl)Cl, predict the reaction product. (4) Given the reactants [NH2:1][C:2]1[CH:11]=[C:10]2[C:5]([CH2:6][CH2:7][C:8](=[O:12])[NH:9]2)=[CH:4][CH:3]=1.[CH3:13][C:14](=O)[CH2:15][CH2:16][C:17](=O)[CH3:18].CC1C=CC(S(O)(=O)=O)=CC=1, predict the reaction product. The product is: [CH3:18][C:17]1[N:1]([C:2]2[CH:11]=[C:10]3[C:5]([CH2:6][CH2:7][C:8](=[O:12])[NH:9]3)=[CH:4][CH:3]=2)[C:14]([CH3:13])=[CH:15][CH:16]=1. (5) Given the reactants Br[C:2]1[S:3][CH:4]=[C:5]([C:7]([NH:9][C:10]2[CH:11]=[N:12][N:13]([CH3:31])[C:14]=2[C@H:15]2[O:21][CH2:20][C@@H:19]([F:22])[C@H:18]([NH:23]C(=O)OC(C)(C)C)[CH2:17][CH2:16]2)=[O:8])[N:6]=1.[F:32][C:33]1[C:38]([F:39])=[CH:37][CH:36]=[C:35]([F:40])[C:34]=1B(O)O, predict the reaction product. The product is: [NH2:23][C@H:18]1[C@H:19]([F:22])[CH2:20][O:21][C@H:15]([C:14]2[N:13]([CH3:31])[N:12]=[CH:11][C:10]=2[NH:9][C:7]([C:5]2[N:6]=[C:2]([C:34]3[C:35]([F:40])=[CH:36][CH:37]=[C:38]([F:39])[C:33]=3[F:32])[S:3][CH:4]=2)=[O:8])[CH2:16][CH2:17]1. (6) Given the reactants [CH2:1]([O:3][C:4](=[O:37])[C:5]([O:29][C:30]1[CH:35]=[CH:34][C:33]([F:36])=[CH:32][CH:31]=1)([CH3:28])[CH:6]([C:14]1[CH:19]=[CH:18][C:17]([O:20]CC2C=CC=CC=2)=[CH:16][CH:15]=1)OC(=O)C(F)(F)F)[CH3:2], predict the reaction product. The product is: [CH2:1]([O:3][C:4](=[O:37])[C:5]([O:29][C:30]1[CH:35]=[CH:34][C:33]([F:36])=[CH:32][CH:31]=1)([CH3:28])[CH2:6][C:14]1[CH:19]=[CH:18][C:17]([OH:20])=[CH:16][CH:15]=1)[CH3:2]. (7) Given the reactants [CH2:1]([O:3][P:4]([C:9]1[CH:14]=[CH:13][C:12]([N+:15]([O-])=O)=[CH:11][CH:10]=1)(=[O:8])[O:5][CH2:6][CH3:7])[CH3:2].Cl[Sn]Cl.C([O-])([O-])=O.[Na+].[Na+], predict the reaction product. The product is: [CH2:6]([O:5][P:4]([C:9]1[CH:10]=[CH:11][C:12]([NH2:15])=[CH:13][CH:14]=1)(=[O:8])[O:3][CH2:1][CH3:2])[CH3:7].